Dataset: Catalyst prediction with 721,799 reactions and 888 catalyst types from USPTO. Task: Predict which catalyst facilitates the given reaction. (1) Reactant: [NH2:1][C:2]1[CH:7]=[CH:6][CH:5]=[CH:4][C:3]=1[CH2:8][C:9]#[N:10].[C:11](Cl)(=[O:18])[C:12]1[CH:17]=[CH:16][CH:15]=[N:14][CH:13]=1.C(N(C(C)C)CC)(C)C. Product: [C:9]([CH2:8][C:3]1[CH:4]=[CH:5][CH:6]=[CH:7][C:2]=1[NH:1][C:11](=[O:18])[C:12]1[CH:17]=[CH:16][CH:15]=[N:14][CH:13]=1)#[N:10]. The catalyst class is: 4. (2) Reactant: [C:1]([C:3]1[CH:8]=[CH:7][CH:6]=[CH:5][C:4]=1[C:9]1[CH:14]=[CH:13][C:12]([CH2:15][N:16]2[C:21](=[O:22])[C:20]([C:23](O)=[O:24])=[C:19]([CH2:26][CH3:27])[N:18]=[C:17]2[CH2:28][CH2:29][CH3:30])=[CH:11][CH:10]=1)#[N:2].[NH:31]1[CH2:36][CH2:35][O:34][CH2:33][CH2:32]1.Cl.CN(C)CCCN=C=NCC.O.ON1C2C=CC=CC=2N=N1. Product: [CH2:26]([C:19]1[N:18]=[C:17]([CH2:28][CH2:29][CH3:30])[N:16]([CH2:15][C:12]2[CH:11]=[CH:10][C:9]([C:4]3[C:3]([C:1]#[N:2])=[CH:8][CH:7]=[CH:6][CH:5]=3)=[CH:14][CH:13]=2)[C:21](=[O:22])[C:20]=1[C:23]([N:31]1[CH2:36][CH2:35][O:34][CH2:33][CH2:32]1)=[O:24])[CH3:27]. The catalyst class is: 842. (3) The catalyst class is: 3. Reactant: [F:1][C:2]1[CH:7]=[CH:6][CH:5]=[C:4]([F:8])[C:3]=1[C:9]1[O:10][C:11]([C:17]2[S:18][CH:19]=[CH:20][CH:21]=2)=[C:12]([C:14](O)=[O:15])[N:13]=1.O.OC1C2N=N[NH:29]C=2C=CC=1.N.O1CCOCC1.Cl.CN(C)CCCN=C=NCC. Product: [F:1][C:2]1[CH:7]=[CH:6][CH:5]=[C:4]([F:8])[C:3]=1[C:9]1[O:10][C:11]([C:17]2[S:18][CH:19]=[CH:20][CH:21]=2)=[C:12]([C:14]([NH2:29])=[O:15])[N:13]=1. (4) Reactant: [CH3:1][O:2][C:3]([CH3:8])([CH3:7])[C:4](O)=O.N1(O)C2C=CC=CC=2N=N1.Cl.CN(C)CCCN=C=NCC.Cl.[NH2:32][NH:33][C:34]([NH2:36])=[O:35].[OH-].[K+].[NH4+].[Cl-]. Product: [CH3:1][O:2][C:3]([C:4]1[NH:36][C:34](=[O:35])[NH:33][N:32]=1)([CH3:7])[CH3:8]. The catalyst class is: 23. (5) Reactant: C[O:2][C:3](=O)[C:4]1[CH:9]=[CH:8][C:7]([O:10][CH2:11][C:12]2[CH:17]=[CH:16][CH:15]=[CH:14][CH:13]=2)=[C:6]([C:18]([F:21])([F:20])[F:19])[CH:5]=1.[BH4-].[Li+].Cl. Product: [CH2:11]([O:10][C:7]1[CH:8]=[CH:9][C:4]([CH2:3][OH:2])=[CH:5][C:6]=1[C:18]([F:19])([F:21])[F:20])[C:12]1[CH:13]=[CH:14][CH:15]=[CH:16][CH:17]=1. The catalyst class is: 1. (6) Reactant: [Br:1][C:2]1[CH:23]=[C:22]([O:24][CH3:25])[C:5]2[N:6]([CH2:18][CH2:19][O:20][CH3:21])[C:7]([C:9]3[CH:14]=[CH:13][C:12]([CH:15]([CH3:17])[CH3:16])=[CH:11][CH:10]=3)=[N:8][C:4]=2[CH:3]=1.[I:26]N1C(=O)CCC1=O. Product: [I:26][C:3]1[C:4]2[N:8]=[C:7]([C:9]3[CH:14]=[CH:13][C:12]([CH:15]([CH3:17])[CH3:16])=[CH:11][CH:10]=3)[N:6]([CH2:18][CH2:19][O:20][CH3:21])[C:5]=2[C:22]([O:24][CH3:25])=[CH:23][C:2]=1[Br:1]. The catalyst class is: 10. (7) Product: [CH:1]1([CH2:6][C@H:7]([N:11]2[CH2:19][C:18]3[C:13](=[CH:14][CH:15]=[CH:16][C:17]=3[C:20]([F:22])([F:21])[F:23])[C:12]2=[O:24])[C:8]([NH:37][C:32]2[CH:33]=[N:34][CH:35]=[CH:36][N:31]=2)=[O:9])[CH2:5][CH2:4][CH2:3][CH2:2]1. The catalyst class is: 306. Reactant: [CH:1]1([CH2:6][C@H:7]([N:11]2[CH2:19][C:18]3[C:13](=[CH:14][CH:15]=[CH:16][C:17]=3[C:20]([F:23])([F:22])[F:21])[C:12]2=[O:24])[C:8](O)=[O:9])[CH2:5][CH2:4][CH2:3][CH2:2]1.C(Cl)(=O)C(Cl)=O.[N:31]1[CH:36]=[CH:35][N:34]=[CH:33][C:32]=1[NH2:37].N1C(C)=CC=CC=1C. (8) Reactant: [NH2:1][C:2]1[C:7]([S:8]([NH2:11])(=[O:10])=[O:9])=[CH:6][CH:5]=[CH:4][N:3]=1.[H-].[Na+].[Cl:14][C:15]1[C:20]([C:21](O)=[O:22])=[CH:19][CH:18]=[C:17]([C:24]2[CH:25]=[N:26][C:27]([O:30][CH:31]([CH3:33])[CH3:32])=[CH:28][CH:29]=2)[N:16]=1.C(N1C=CN=C1)(N1C=CN=C1)=O.Cl. Product: [NH2:1][C:2]1[C:7]([S:8]([NH:11][C:21]([C:20]2[C:15]([Cl:14])=[N:16][C:17]([C:24]3[CH:25]=[N:26][C:27]([O:30][CH:31]([CH3:32])[CH3:33])=[CH:28][CH:29]=3)=[CH:18][CH:19]=2)=[O:22])(=[O:9])=[O:10])=[CH:6][CH:5]=[CH:4][N:3]=1. The catalyst class is: 3. (9) Product: [CH3:15][S:16]([O:1][CH:2]1[CH2:7][CH2:6][N:5]([S:16]([CH3:15])(=[O:18])=[O:17])[CH2:4][CH2:3]1)(=[O:18])=[O:17]. Reactant: [OH:1][CH:2]1[CH2:7][CH2:6][NH:5][CH2:4][CH2:3]1.C(N(CC)CC)C.[CH3:15][S:16](Cl)(=[O:18])=[O:17]. The catalyst class is: 4.